Dataset: Reaction yield outcomes from USPTO patents with 853,638 reactions. Task: Predict the reaction yield, written as a fraction of the theoretical maximum amount of product (1.0 means a 100% yield; for example, 0.34 means a 34% yield). (1) The product is [Cl:27][C:12]1[N:11]=[C:10]([N:9]2[C:3]3[CH:4]=[C:5]([F:8])[CH:6]=[CH:7][C:2]=3[N:1]=[CH:30]2)[N:18]=[C:17]2[C:13]=1[NH:14][C:15](=[O:26])[N:16]2[C@H:19]1[CH2:20][CH2:21][C@H:22]([OH:25])[CH2:23][CH2:24]1. The catalyst is O.C(#N)C. The reactants are [NH2:1][C:2]1[CH:7]=[CH:6][C:5]([F:8])=[CH:4][C:3]=1[NH:9][C:10]1[N:18]=[C:17]2[C:13]([NH:14][C:15](=[O:26])[N:16]2[C@H:19]2[CH2:24][CH2:23][C@H:22]([OH:25])[CH2:21][CH2:20]2)=[C:12]([Cl:27])[N:11]=1.CO.[CH3:30]OC(OC)OC.C1(C)C=CC(S(O)(=O)=O)=CC=1. The yield is 0.880. (2) The reactants are [Cl:1][C:2]1[CH:3]=[C:4]([N:22]2[C:27](=[O:28])[NH:26][C:25](=[O:29])[C:24]([C:30]#[N:31])=[N:23]2)[CH:5]=[C:6]([Cl:21])[C:7]=1[O:8][C:9]1[CH:14]=[C:13]([CH:15]([CH3:17])[CH3:16])[C:12](=[O:18])[N:11]([CH2:19][OH:20])[N:10]=1.C(N(CC)C(C)C)(C)C.Cl[C:42]([O:44][CH2:45][CH3:46])=[O:43]. The catalyst is C(Cl)Cl. The product is [CH2:45]([O:44][C:42](=[O:43])[O:20][CH2:19][N:11]1[C:12](=[O:18])[C:13]([CH:15]([CH3:17])[CH3:16])=[CH:14][C:9]([O:8][C:7]2[C:6]([Cl:21])=[CH:5][C:4]([N:22]3[C:27](=[O:28])[NH:26][C:25](=[O:29])[C:24]([C:30]#[N:31])=[N:23]3)=[CH:3][C:2]=2[Cl:1])=[N:10]1)[CH3:46]. The yield is 0.390. (3) The reactants are [Br:1][C:2]1[CH:10]=[CH:9][C:5]([C:6]([OH:8])=O)=[C:4]([F:11])[CH:3]=1.C(Cl)CCl.[NH:16]1[CH2:21][CH2:20][O:19][CH2:18][CH2:17]1. The catalyst is ClCCl. The product is [Br:1][C:2]1[CH:10]=[CH:9][C:5]([C:6]([N:16]2[CH2:21][CH2:20][O:19][CH2:18][CH2:17]2)=[O:8])=[C:4]([F:11])[CH:3]=1. The yield is 0.810. (4) The reactants are C([O-])([O-])=O.[K+].[K+].[CH3:7][C:8]1[CH:13]=[CH:12][C:11](S(N=[N+]=[N-])(=O)=O)=[CH:10][CH:9]=1.O=[C:21]([CH3:29])[CH2:22]P(=O)(OC)OC. The catalyst is CC#N.CO. The product is [CH2:7]([CH:8]1[CH2:13][CH2:12][CH2:11][CH2:10][CH2:9]1)[CH2:29][C:21]#[CH:22]. The yield is 0.165. (5) The reactants are [C:1]([C:5]1[C:9]([CH2:10][CH2:11][CH2:12][OH:13])=[CH:8][N:7]([C:14]2[CH:19]=[CH:18][C:17]([Cl:20])=[CH:16][N:15]=2)[N:6]=1)([CH3:4])([CH3:3])[CH3:2].O[C:22]1[C:27]([O:28][CH3:29])=[CH:26][CH:25]=[CH:24][C:23]=1[CH2:30][C:31]([O:33]C)=[O:32].C(P(CCCC)CCCC)CCC.N(C(N1CCCCC1)=O)=NC(N1CCCCC1)=O. The catalyst is O1CCCC1. The product is [C:1]([C:5]1[C:9]([CH2:10][CH2:11][CH2:12][O:13][C:22]2[C:27]([O:28][CH3:29])=[CH:26][CH:25]=[CH:24][C:23]=2[CH2:30][C:31]([OH:33])=[O:32])=[CH:8][N:7]([C:14]2[CH:19]=[CH:18][C:17]([Cl:20])=[CH:16][N:15]=2)[N:6]=1)([CH3:4])([CH3:2])[CH3:3]. The yield is 0.610. (6) The reactants are [CH:1]([C:4]1[CH:9]=[CH:8][C:7]([CH:10]=[C:11]([CH3:17])[C:12](OCC)=[O:13])=[CH:6][CH:5]=1)([CH3:3])[CH3:2].[Cl-].[Ce+3].[Cl-].[Cl-].[H-].[Al+3].[Li+].[H-].[H-].[H-].O. The catalyst is O1CCCC1. The product is [CH:1]([C:4]1[CH:5]=[CH:6][C:7]([CH:10]=[C:11]([CH3:17])[CH2:12][OH:13])=[CH:8][CH:9]=1)([CH3:3])[CH3:2]. The yield is 0.860. (7) The reactants are C[O:2][C:3](=[O:23])[C@@H:4]([N:12]1[CH2:20][C:19]2[C:14](=[CH:15][CH:16]=[CH:17][C:18]=2[F:21])[C:13]1=[O:22])[CH2:5][CH:6]1[CH2:11][CH2:10][CH2:9][CH2:8][CH2:7]1.O.[OH-].[Li+].Cl. The catalyst is O1CCCC1.O. The product is [CH:6]1([CH2:5][C@H:4]([N:12]2[CH2:20][C:19]3[C:14](=[CH:15][CH:16]=[CH:17][C:18]=3[F:21])[C:13]2=[O:22])[C:3]([OH:23])=[O:2])[CH2:11][CH2:10][CH2:9][CH2:8][CH2:7]1. The yield is 0.780. (8) The reactants are [CH2:1]([CH:3]([CH2:33][CH3:34])[CH:4]([NH:15][C:16]1[CH:21]=[CH:20][C:19]([C:22]([N:24]([CH3:32])[CH2:25][CH2:26][C:27]([O:29]CC)=[O:28])=[O:23])=[CH:18][CH:17]=1)[C:5]1[S:6][C:7]2[CH:14]=[CH:13][CH:12]=[CH:11][C:8]=2[C:9]=1[CH3:10])[CH3:2].O1CCCC1.[OH-].[Na+]. The catalyst is C(O)C. The product is [CH2:33]([CH:3]([CH2:1][CH3:2])[CH:4]([NH:15][C:16]1[CH:17]=[CH:18][C:19]([C:22]([N:24]([CH3:32])[CH2:25][CH2:26][C:27]([OH:29])=[O:28])=[O:23])=[CH:20][CH:21]=1)[C:5]1[S:6][C:7]2[CH:14]=[CH:13][CH:12]=[CH:11][C:8]=2[C:9]=1[CH3:10])[CH3:34]. The yield is 0.950. (9) The reactants are IC.[CH2:3](N(CC)CC)C.C(=O)([O-])[O-].[Na+].[Na+].[CH3:16][C:17]1[O:21][N:20]=[C:19]([C:22]2[CH:27]=[CH:26][CH:25]=[CH:24][CH:23]=2)[C:18]=1[CH2:28][O:29][C:30]1[N:35]=[CH:34][C:33]([C:36]([NH:38][S:39]([CH:42]2[CH2:44][CH2:43]2)(=[O:41])=[O:40])=[O:37])=[CH:32][CH:31]=1. The catalyst is CN(C=O)C. The product is [CH3:3][N:38]([C:36]([C:33]1[CH:34]=[N:35][C:30]([O:29][CH2:28][C:18]2[C:19]([C:22]3[CH:23]=[CH:24][CH:25]=[CH:26][CH:27]=3)=[N:20][O:21][C:17]=2[CH3:16])=[CH:31][CH:32]=1)=[O:37])[S:39]([CH:42]1[CH2:44][CH2:43]1)(=[O:40])=[O:41]. The yield is 0.0900.